From a dataset of Forward reaction prediction with 1.9M reactions from USPTO patents (1976-2016). Predict the product of the given reaction. (1) Given the reactants F[C:2]1[CH:7]=[CH:6][C:5]([N+:8]([O-:10])=[O:9])=[CH:4][CH:3]=1.C(=O)([O-])[O-].[K+].[K+].[NH:17]1[CH2:22][CH2:21][NH:20][CH2:19][C:18]1=[O:23], predict the reaction product. The product is: [N+:8]([C:5]1[CH:6]=[CH:7][C:2]([N:20]2[CH2:21][CH2:22][NH:17][C:18](=[O:23])[CH2:19]2)=[CH:3][CH:4]=1)([O-:10])=[O:9]. (2) Given the reactants Cl.[CH3:2][O:3][C:4]1[CH:5]=[C:6]([CH2:10][CH2:11][CH2:12][NH2:13])[CH:7]=[CH:8][CH:9]=1.[Cl:14][C:15]1[N:20]=[C:19](Cl)[C:18]([Cl:22])=[CH:17][N:16]=1.C(=O)([O-])[O-].[K+].[K+], predict the reaction product. The product is: [Cl:14][C:15]1[N:20]=[C:19]([NH:13][CH2:12][CH2:11][CH2:10][C:6]2[CH:7]=[CH:8][CH:9]=[C:4]([O:3][CH3:2])[CH:5]=2)[C:18]([Cl:22])=[CH:17][N:16]=1. (3) Given the reactants [Br:1][C:2]1[CH:14]=[C:13]2[C:5]([C:6]3[CH:7]=[CH:8][C:9]([NH2:23])=[CH:10][C:11]=3[C:12]2([CH2:19][CH2:20][CH2:21][CH3:22])[CH2:15][CH2:16][CH2:17][CH3:18])=[CH:4][CH:3]=1.[CH2:24]([C:28]1([CH2:42][CH2:43][CH2:44][CH3:45])[C:40]2[CH:39]=[C:38](I)[CH:37]=[CH:36][C:35]=2[C:34]2[C:29]1=[CH:30][CH:31]=[CH:32][CH:33]=2)[CH2:25][CH2:26][CH3:27], predict the reaction product. The product is: [Br:1][C:2]1[CH:14]=[C:13]2[C:5]([C:6]3[CH:7]=[CH:8][C:9]([N:23]([C:9]4[CH:8]=[CH:7][C:6]5[C:5]6[C:13](=[CH:14][CH:2]=[CH:3][CH:4]=6)[C:12]([CH2:19][CH2:20][CH2:21][CH3:22])([CH2:15][CH2:16][CH2:17][CH3:18])[C:11]=5[CH:10]=4)[C:31]4[CH:32]=[CH:33][C:34]5[C:35]6[C:40](=[CH:39][CH:38]=[CH:37][CH:36]=6)[C:28]([CH2:42][CH2:43][CH2:44][CH3:45])([CH2:24][CH2:25][CH2:26][CH3:27])[C:29]=5[CH:30]=4)=[CH:10][C:11]=3[C:12]2([CH2:19][CH2:20][CH2:21][CH3:22])[CH2:15][CH2:16][CH2:17][CH3:18])=[CH:4][CH:3]=1. (4) Given the reactants C([O:4][C:5]1[CH:6]=[C:7]2[C:12](=[CH:13][CH:14]=1)[C:11]([C:15]([OH:17])=O)=[CH:10][CH:9]=[CH:8]2)(=O)C.CCN(C(C)C)C(C)C.ClC(OCC)=O.[NH2:33][C:34]1[CH:38]=[C:37]([CH3:39])[O:36][N:35]=1, predict the reaction product. The product is: [OH:4][C:5]1[CH:6]=[C:7]2[C:12](=[CH:13][CH:14]=1)[C:11]([C:15]([NH:33][C:34]1[CH:38]=[C:37]([CH3:39])[O:36][N:35]=1)=[O:17])=[CH:10][CH:9]=[CH:8]2. (5) Given the reactants C[O:2][C:3](=[O:27])[CH2:4][CH2:5][C:6]1[CH:11]=[CH:10][C:9]([O:12][CH2:13][CH2:14][C@H:15]([O:17][C:18]2[CH:23]=[CH:22][C:21]([Cl:24])=[CH:20][C:19]=2Br)[CH3:16])=[CH:8][C:7]=1[CH3:26].[S:28]1[C:32]2[CH:33]=[CH:34][CH:35]=[CH:36][C:31]=2[C:30](B(O)O)=[CH:29]1, predict the reaction product. The product is: [S:28]1[CH:29]=[C:30]([C:19]2[CH:20]=[C:21]([Cl:24])[CH:22]=[CH:23][C:18]=2[O:17][C@H:15]([CH3:16])[CH2:14][CH2:13][O:12][C:9]2[CH:10]=[CH:11][C:6]([CH2:5][CH2:4][C:3]([OH:2])=[O:27])=[C:7]([CH3:26])[CH:8]=2)[C:31]2[CH:36]=[CH:35][CH:34]=[CH:33][C:32]1=2. (6) The product is: [CH3:1][O:2][C:3]1[CH:4]=[CH:5][C:6]([C@@H:9]2[C@@H:14]([O:15][CH2:16][C:17]3[CH:18]=[CH:19][C:20]4[O:25][CH2:24][CH2:23][N:22]([CH2:26][CH2:27][CH2:28][O:29][CH3:30])[C:21]=4[CH:31]=3)[CH2:13][N:12]([S:32]([C:35]3[CH:40]=[CH:39][C:38]([CH3:41])=[CH:37][CH:36]=3)(=[O:33])=[O:34])[C@H:11]([CH2:42][CH2:43][NH2:44])[CH2:10]2)=[CH:7][CH:8]=1. Given the reactants [CH3:1][O:2][C:3]1[CH:8]=[CH:7][C:6]([C@@H:9]2[C@@H:14]([O:15][CH2:16][C:17]3[CH:18]=[CH:19][C:20]4[O:25][CH2:24][CH2:23][N:22]([CH2:26][CH2:27][CH2:28][O:29][CH3:30])[C:21]=4[CH:31]=3)[CH2:13][N:12]([S:32]([C:35]3[CH:40]=[CH:39][C:38]([CH3:41])=[CH:37][CH:36]=3)(=[O:34])=[O:33])[C@H:11]([CH2:42][C:43]#[N:44])[CH2:10]2)=[CH:5][CH:4]=1.O1CCCC1.B, predict the reaction product.